Task: Regression. Given two drug SMILES strings and cell line genomic features, predict the synergy score measuring deviation from expected non-interaction effect.. Dataset: NCI-60 drug combinations with 297,098 pairs across 59 cell lines (1) Drug 1: CC1=C2C(C(=O)C3(C(CC4C(C3C(C(C2(C)C)(CC1OC(=O)C(C(C5=CC=CC=C5)NC(=O)OC(C)(C)C)O)O)OC(=O)C6=CC=CC=C6)(CO4)OC(=O)C)OC)C)OC. Drug 2: C1=CC(=CC=C1CC(C(=O)O)N)N(CCCl)CCCl.Cl. Cell line: ACHN. Synergy scores: CSS=27.4, Synergy_ZIP=0.198, Synergy_Bliss=-1.93, Synergy_Loewe=1.02, Synergy_HSA=3.06. (2) Drug 1: CCC1=CC2CC(C3=C(CN(C2)C1)C4=CC=CC=C4N3)(C5=C(C=C6C(=C5)C78CCN9C7C(C=CC9)(C(C(C8N6C)(C(=O)OC)O)OC(=O)C)CC)OC)C(=O)OC.C(C(C(=O)O)O)(C(=O)O)O. Drug 2: COCCOC1=C(C=C2C(=C1)C(=NC=N2)NC3=CC=CC(=C3)C#C)OCCOC.Cl. Cell line: NCI-H522. Synergy scores: CSS=71.2, Synergy_ZIP=-0.971, Synergy_Bliss=2.99, Synergy_Loewe=5.86, Synergy_HSA=7.79. (3) Drug 1: C(=O)(N)NO. Drug 2: C1CC(=O)NC(=O)C1N2C(=O)C3=CC=CC=C3C2=O. Cell line: HCT116. Synergy scores: CSS=-3.90, Synergy_ZIP=4.34, Synergy_Bliss=4.59, Synergy_Loewe=-0.469, Synergy_HSA=-0.863. (4) Drug 1: C(CC(=O)O)C(=O)CN.Cl. Drug 2: C1CNP(=O)(OC1)N(CCCl)CCCl. Cell line: NCI-H522. Synergy scores: CSS=2.87, Synergy_ZIP=-0.547, Synergy_Bliss=1.14, Synergy_Loewe=-3.67, Synergy_HSA=-2.02. (5) Drug 1: C1=C(C(=O)NC(=O)N1)F. Drug 2: CC=C1C(=O)NC(C(=O)OC2CC(=O)NC(C(=O)NC(CSSCCC=C2)C(=O)N1)C(C)C)C(C)C. Cell line: DU-145. Synergy scores: CSS=51.2, Synergy_ZIP=0.0825, Synergy_Bliss=0.862, Synergy_Loewe=0.277, Synergy_HSA=4.76. (6) Drug 1: CC1C(C(=O)NC(C(=O)N2CCCC2C(=O)N(CC(=O)N(C(C(=O)O1)C(C)C)C)C)C(C)C)NC(=O)C3=C4C(=C(C=C3)C)OC5=C(C(=O)C(=C(C5=N4)C(=O)NC6C(OC(=O)C(N(C(=O)CN(C(=O)C7CCCN7C(=O)C(NC6=O)C(C)C)C)C)C(C)C)C)N)C. Drug 2: CCC1(C2=C(COC1=O)C(=O)N3CC4=CC5=C(C=CC(=C5CN(C)C)O)N=C4C3=C2)O.Cl. Cell line: NCI/ADR-RES. Synergy scores: CSS=16.4, Synergy_ZIP=-6.97, Synergy_Bliss=-4.98, Synergy_Loewe=-14.5, Synergy_HSA=-6.56.